From a dataset of Forward reaction prediction with 1.9M reactions from USPTO patents (1976-2016). Predict the product of the given reaction. (1) Given the reactants [F:1][C:2]([F:31])([F:30])C1C=C(NC(=O)NC2C=CC(C3SC(CCC(OC)=O)=NC=3)=CC=2)C=CC=1.Cl[C:33]1[CH:38]=[CH:37][CH:36]=[CH:35][C:34]=1[NH:39][C:40](=[O:62])[NH:41][C:42]1[CH:47]=[CH:46][C:45]([C:48]2[S:52][C:51]([CH2:53][C:54]([CH2:60]C)([CH2:58]C)[C:55]([OH:57])=[O:56])=[N:50][CH:49]=2)=[CH:44][CH:43]=1.N(C1C=CC(C(F)(F)F)=CC=1)=[C:64]=O, predict the reaction product. The product is: [CH3:60][C:54]([CH3:58])([CH2:53][C:51]1[S:52][C:48]([C:45]2[CH:44]=[CH:43][C:42]([NH:41][C:40]([NH:39][C:34]3[CH:33]=[CH:38][C:37]([C:2]([F:31])([F:30])[F:1])=[CH:36][CH:35]=3)=[O:62])=[CH:47][CH:46]=2)=[CH:49][N:50]=1)[C:55]([O:57][CH3:64])=[O:56]. (2) Given the reactants [CH:1]([N:14]1[CH2:17][C@@H:16]([OH:18])[C@@H:15]1[CH3:19])([C:8]1[CH:13]=[CH:12][CH:11]=[CH:10][CH:9]=1)[C:2]1[CH:7]=[CH:6][CH:5]=[CH:4][CH:3]=1.I[CH3:21].[H-].[Na+].O, predict the reaction product. The product is: [CH:1]([N:14]1[CH2:17][C@@H:16]([O:18][CH3:21])[C@@H:15]1[CH3:19])([C:8]1[CH:13]=[CH:12][CH:11]=[CH:10][CH:9]=1)[C:2]1[CH:3]=[CH:4][CH:5]=[CH:6][CH:7]=1.